Dataset: Reaction yield outcomes from USPTO patents with 853,638 reactions. Task: Predict the reaction yield, written as a fraction of the theoretical maximum amount of product (1.0 means a 100% yield; for example, 0.34 means a 34% yield). (1) The reactants are [OH-].[K+].[CH3:3][C:4]1[CH:8]=[C:7]([CH3:9])[NH:6][N:5]=1.[Cl:10][C:11]1[CH:18]=[CH:17][CH:16]=[CH:15][C:12]=1[CH2:13]Cl.O. The catalyst is CS(C)=O. The product is [Cl:10][C:11]1[CH:18]=[CH:17][CH:16]=[CH:15][C:12]=1[CH2:13][N:5]1[C:4]([CH3:3])=[CH:8][C:7]([CH3:9])=[N:6]1. The yield is 0.990. (2) The reactants are Cl[C:2]1[N:7]=[C:6]([NH:8][C:9]2[CH:14]=[CH:13][C:12]3[O:15][CH2:16][CH2:17][O:18][C:11]=3[CH:10]=2)[C:5]([F:19])=[CH:4][N:3]=1.C(N(CC)C(C)C)(C)C.[CH2:29]([O:35][C:36]1[CH:42]=[CH:41][C:39]([NH2:40])=[CH:38][CH:37]=1)[CH2:30][CH2:31][CH2:32][CH2:33][CH3:34]. The catalyst is C(O)CO. The product is [CH2:17]1[CH2:16][O:15][C:12]2[CH:13]=[CH:14][C:9]([NH:8][C:6]3[C:5]([F:19])=[CH:4][N:3]=[C:2]([NH:40][C:39]4[CH:38]=[CH:37][C:36]([O:35][CH2:29][CH2:30][CH2:31][CH2:32][CH2:33][CH3:34])=[CH:42][CH:41]=4)[N:7]=3)=[CH:10][C:11]=2[O:18]1. The yield is 0.230. (3) The reactants are [Br:1][C:2]1[CH:3]=[C:4]([C:11]([OH:13])=O)[CH:5]=[C:6]2[C:10]=1[CH2:9][CH2:8][CH2:7]2.C(Cl)(=O)C(Cl)=O.C(Cl)Cl.[NH4+:23].[OH-]. The catalyst is C(O)C.CN(C=O)C. The product is [Br:1][C:2]1[CH:3]=[C:4]([C:11]([NH2:23])=[O:13])[CH:5]=[C:6]2[C:10]=1[CH2:9][CH2:8][CH2:7]2. The yield is 0.680. (4) The reactants are [Cl:1][C:2]1[CH:24]=[C:23]([Cl:25])[CH:22]=[CH:21][C:3]=1[CH2:4][N:5]1[C:9]([CH2:10][CH2:11][C:12](OCC)=[O:13])=[CH:8][C:7]([O:17][CH2:18][CH2:19][CH3:20])=[N:6]1.[H-].C([Al+]CC(C)C)C(C)C.[Cl-].[NH4+]. The catalyst is O1CCCC1.C1(C)C=CC=CC=1. The product is [Cl:1][C:2]1[CH:24]=[C:23]([Cl:25])[CH:22]=[CH:21][C:3]=1[CH2:4][N:5]1[C:9]([CH2:10][CH2:11][CH2:12][OH:13])=[CH:8][C:7]([O:17][CH2:18][CH2:19][CH3:20])=[N:6]1. The yield is 0.810. (5) The reactants are [C:1]([C:5]1[O:9][N:8]=[C:7]([NH:10][C:11]([NH:13][C:14]2[CH:19]=[CH:18][CH:17]=[C:16]([O:20][C:21]3[C:30]4[C:25](=[CH:26][C:27]([O:35][CH3:36])=[C:28]([O:31][CH2:32][CH2:33]Cl)[CH:29]=4)[N:24]=[CH:23][N:22]=3)[CH:15]=2)=[O:12])[CH:6]=1)([CH3:4])([CH3:3])[CH3:2].[NH:37]1[CH2:42][CH2:41][CH:40]([CH2:43][OH:44])[CH2:39][CH2:38]1. No catalyst specified. The product is [C:1]([C:5]1[O:9][N:8]=[C:7]([NH:10][C:11]([NH:13][C:14]2[CH:19]=[CH:18][CH:17]=[C:16]([O:20][C:21]3[C:30]4[C:25](=[CH:26][C:27]([O:35][CH3:36])=[C:28]([O:31][CH2:32][CH2:33][N:37]5[CH2:42][CH2:41][CH:40]([CH2:43][OH:44])[CH2:39][CH2:38]5)[CH:29]=4)[N:24]=[CH:23][N:22]=3)[CH:15]=2)=[O:12])[CH:6]=1)([CH3:4])([CH3:3])[CH3:2]. The yield is 0.160. (6) The reactants are [H-].[Na+].[CH2:3]([O:5][CH2:6][CH2:7][C:8]([NH:15][C:16](=[O:22])[CH2:17][C:18]([O:20]C)=O)=[CH:9][C:10]([O:12][CH2:13][CH3:14])=[O:11])[CH3:4].[H][H]. The catalyst is C1COCC1. The product is [CH2:3]([O:5][CH2:6][CH2:7][C:8]1[NH:15][C:16](=[O:22])[CH:17]=[C:18]([OH:20])[C:9]=1[C:10]([O:12][CH2:13][CH3:14])=[O:11])[CH3:4]. The yield is 0.430. (7) The reactants are C1C=C[NH+]=CC=1.[O-][Cr](Cl)(=O)=O.[CH2:12]([O:19][CH2:20][CH2:21][CH2:22][OH:23])[C:13]1[CH:18]=[CH:17][CH:16]=[CH:15][CH:14]=1. The catalyst is ClCCl. The product is [CH2:12]([O:19][CH2:20][CH2:21][CH:22]=[O:23])[C:13]1[CH:18]=[CH:17][CH:16]=[CH:15][CH:14]=1. The yield is 0.790. (8) The reactants are [NH2:1][C:2]1[CH:3]=[C:4]([F:21])[C:5]([F:20])=[C:6]([C@:8]2([CH3:19])[CH2:13][C@@H:12]([C:14]([F:17])([F:16])[F:15])[O:11][C:10]([NH2:18])=[N:9]2)[CH:7]=1.[C:22]([C:24]1[CH:25]=[CH:26][C:27]([C:30](O)=[O:31])=[N:28][CH:29]=1)#[N:23].[Cl-].COC1N=C(OC)N=C([N+]2(C)CCOCC2)N=1. The catalyst is C1COCC1.CO. The product is [NH2:18][C:10]1[O:11][C@H:12]([C:14]([F:17])([F:16])[F:15])[CH2:13][C@:8]([C:6]2[CH:7]=[C:2]([NH:1][C:30](=[O:31])[C:27]3[CH:26]=[CH:25][C:24]([C:22]#[N:23])=[CH:29][N:28]=3)[CH:3]=[C:4]([F:21])[C:5]=2[F:20])([CH3:19])[N:9]=1. The yield is 0.393.